From a dataset of Catalyst prediction with 721,799 reactions and 888 catalyst types from USPTO. Predict which catalyst facilitates the given reaction. (1) Reactant: [CH2:1]([C:5]12[CH2:17][CH2:16][C:15](=[O:18])[C:14]([C:19]([F:22])([F:21])[F:20])=[C:13]1[C:12]1[C:7](=[C:8]([Cl:26])[C:9]([O:24]C)=[C:10]([F:23])[CH:11]=1)[CH2:6]2)[CH2:2][CH2:3][CH3:4].B(Br)(Br)Br. Product: [CH2:1]([C:5]12[CH2:17][CH2:16][C:15](=[O:18])[C:14]([C:19]([F:21])([F:20])[F:22])=[C:13]1[C:12]1[C:7](=[C:8]([Cl:26])[C:9]([OH:24])=[C:10]([F:23])[CH:11]=1)[CH2:6]2)[CH2:2][CH2:3][CH3:4]. The catalyst class is: 4. (2) The catalyst class is: 3. Reactant: I[CH:2]([Si:5]([O:10][CH3:11])([O:8][CH3:9])[O:6][CH3:7])[CH2:3][CH3:4].[N-:12]=[N+:13]=[N-:14].[Na+].CCCCC. Product: [N:12]([CH:2]([Si:5]([O:10][CH3:11])([O:8][CH3:9])[O:6][CH3:7])[CH2:3][CH3:4])=[N+:13]=[N-:14]. (3) Reactant: [CH3:1][C@H:2]1[CH2:6][CH2:5][CH2:4][N:3]1[C:7]1[CH:8]=[C:9]([NH:13][C:14]2[C:15]3[N:43]=[CH:42][S:41][C:16]=3[N:17]=[C:18]([C:20]3[CH:21]=[C:22]([CH:38]=[CH:39][CH:40]=3)[CH2:23][NH:24][CH:25]3[CH2:30][CH2:29][N:28](C(OC(C)(C)C)=O)[CH2:27][CH2:26]3)[N:19]=2)[CH:10]=[CH:11][CH:12]=1.[F:44][C:45]([F:50])([F:49])[C:46]([OH:48])=[O:47]. Product: [F:44][C:45]([F:50])([F:49])[C:46]([OH:48])=[O:47].[CH3:1][C@H:2]1[CH2:6][CH2:5][CH2:4][N:3]1[C:7]1[CH:8]=[C:9]([NH:13][C:14]2[C:15]3[N:43]=[CH:42][S:41][C:16]=3[N:17]=[C:18]([C:20]3[CH:40]=[CH:39][CH:38]=[C:22]([CH2:23][NH:24][CH:25]4[CH2:30][CH2:29][NH:28][CH2:27][CH2:26]4)[CH:21]=3)[N:19]=2)[CH:10]=[CH:11][CH:12]=1. The catalyst class is: 2. (4) Reactant: [CH:1]1([C:4]2[O:5][C:6]3[C:7](=[C:9]([C:21]#[N:22])[C:10]([CH3:20])=[C:11]([C:15]([O:17]CC)=[CH2:16])[C:12]=3[O:13][CH3:14])[N:8]=2)[CH2:3][CH2:2]1.O.[Br:24]N1C(=O)CCC1=O. Product: [Br:24][CH2:17][C:15]([C:11]1[C:12]([O:13][CH3:14])=[C:6]2[O:5][C:4]([CH:1]3[CH2:3][CH2:2]3)=[N:8][C:7]2=[C:9]([C:21]#[N:22])[C:10]=1[CH3:20])=[O:16]. The catalyst class is: 7.